The task is: Regression. Given two drug SMILES strings and cell line genomic features, predict the synergy score measuring deviation from expected non-interaction effect.. This data is from NCI-60 drug combinations with 297,098 pairs across 59 cell lines. Drug 1: C1=C(C(=O)NC(=O)N1)F. Drug 2: C1C(C(OC1N2C=NC3=C2NC=NCC3O)CO)O. Cell line: HL-60(TB). Synergy scores: CSS=37.5, Synergy_ZIP=-16.7, Synergy_Bliss=-26.9, Synergy_Loewe=-30.7, Synergy_HSA=-26.1.